Dataset: Forward reaction prediction with 1.9M reactions from USPTO patents (1976-2016). Task: Predict the product of the given reaction. (1) Given the reactants [CH3:1][O:2][C:3](=[O:25])[CH:4]([C:17](=[O:24])[C:18]1[CH:23]=[CH:22][CH:21]=[CH:20][CH:19]=1)[CH2:5][C:6]([C:9]1[CH:14]=[C:13]([F:15])[CH:12]=[CH:11][C:10]=1Br)([CH3:8])[CH3:7].[CH:26]([Sn](CCCC)(CCCC)CCCC)=[CH2:27], predict the reaction product. The product is: [CH3:1][O:2][C:3](=[O:25])[CH:4]([C:17](=[O:24])[C:18]1[CH:23]=[CH:22][CH:21]=[CH:20][CH:19]=1)[CH2:5][C:6]([C:9]1[CH:14]=[C:13]([F:15])[CH:12]=[CH:11][C:10]=1[CH:26]=[CH2:27])([CH3:8])[CH3:7]. (2) Given the reactants [C:1]1([NH:7][NH2:8])[CH:6]=[CH:5][CH:4]=[CH:3][CH:2]=1.Cl.[OH:10][C:11]([CH3:20])([CH3:19])[CH2:12][C:13](=O)[CH:14]([CH3:17])[C:15]#[N:16], predict the reaction product. The product is: [NH2:16][C:15]1[N:7]([C:1]2[CH:6]=[CH:5][CH:4]=[CH:3][CH:2]=2)[N:8]=[C:13]([CH2:12][C:11]([CH3:20])([OH:10])[CH3:19])[C:14]=1[CH3:17].